Dataset: Forward reaction prediction with 1.9M reactions from USPTO patents (1976-2016). Task: Predict the product of the given reaction. (1) Given the reactants FC(F)(F)C1C=C(NC(=O)NC2C=CC(C3SC(CCC(O)=O)=NC=3)=CC=2)C=CC=1.[CH3:31][C:32]([CH3:63])([CH2:37][CH2:38][C:39]1[S:40][C:41]([C:44]2[CH:49]=[CH:48][C:47]([NH:50][C:51]([NH:53][C:54]3[CH:59]=[C:58]([F:60])[C:57]([F:61])=[CH:56][C:55]=3[F:62])=[O:52])=[CH:46][CH:45]=2)=[CH:42][N:43]=1)[C:33]([O:35]C)=[O:34], predict the reaction product. The product is: [CH3:31][C:32]([CH3:63])([CH2:37][CH2:38][C:39]1[S:40][C:41]([C:44]2[CH:49]=[CH:48][C:47]([NH:50][C:51]([NH:53][C:54]3[CH:59]=[C:58]([F:60])[C:57]([F:61])=[CH:56][C:55]=3[F:62])=[O:52])=[CH:46][CH:45]=2)=[CH:42][N:43]=1)[C:33]([OH:35])=[O:34]. (2) Given the reactants [NH2:1][C:2]1[S:3][C:4]2[CH:10]=[C:9]([Br:11])[CH:8]=[CH:7][C:5]=2[N:6]=1.[C:12](OC(=O)C)(=[O:14])[CH3:13], predict the reaction product. The product is: [Br:11][C:9]1[CH:8]=[CH:7][C:5]2[N:6]=[C:2]([NH:1][C:12](=[O:14])[CH3:13])[S:3][C:4]=2[CH:10]=1. (3) Given the reactants C[O-].[Na+].C[O:5][C:6](=O)[CH2:7][S:8][CH:9]([CH3:15])[CH2:10][C:11]([O:13][CH3:14])=[O:12].C(O)(=O)C.C([O-])([O-])=O.[Na+].[Na+], predict the reaction product. The product is: [CH3:15][CH:9]1[CH:10]([C:11]([O:13][CH3:14])=[O:12])[C:6](=[O:5])[CH2:7][S:8]1. (4) Given the reactants [CH3:1][O:2][C:3]1[CH:8]=[CH:7][CH:6]=[CH:5][C:4]=1[N:9]1[CH2:14][CH2:13][C:12]([CH2:23][NH2:24])([C:15]2[CH:20]=[CH:19][CH:18]=[C:17]([O:21][CH3:22])[CH:16]=2)[CH2:11][CH2:10]1.C(N(CC)CC)C.[C:32](Cl)(=[O:39])[C:33]1[CH:38]=[CH:37][CH:36]=[CH:35][CH:34]=1.C(=O)([O-])O.[Na+], predict the reaction product. The product is: [CH3:1][O:2][C:3]1[CH:8]=[CH:7][CH:6]=[CH:5][C:4]=1[N:9]1[CH2:14][CH2:13][C:12]([CH2:23][NH:24][C:32](=[O:39])[C:33]2[CH:38]=[CH:37][CH:36]=[CH:35][CH:34]=2)([C:15]2[CH:20]=[CH:19][CH:18]=[C:17]([O:21][CH3:22])[CH:16]=2)[CH2:11][CH2:10]1. (5) Given the reactants [CH3:1][O:2][C:3]1[CH:4]=[CH:5][C:6]2[CH2:12][C:11](=[O:13])[CH2:10][CH2:9][CH2:8][C:7]=2[CH:14]=1.[H-].[Na+].[CH:17]1([CH2:20]Br)[CH2:19][CH2:18]1, predict the reaction product. The product is: [CH:17]1([CH2:20][CH:12]2[C:6]3[CH:5]=[CH:4][C:3]([O:2][CH3:1])=[CH:14][C:7]=3[CH2:8][CH2:9][CH2:10][C:11]2=[O:13])[CH2:19][CH2:18]1. (6) The product is: [F:21][C:4]1[CH:3]=[C:2]([N:1]2[CH2:33][CH2:32][C:31]3[C:36](=[CH:37][CH:38]=[C:29]([O:28][CH2:27][C@@H:23]4[CH2:24][CH2:25][CH2:26][O:22]4)[CH:30]=3)[C:35]2=[O:34])[CH:7]=[CH:6][C:5]=1[N:8]1[CH2:12][CH2:11][C@@H:10]([N:13]2[CH2:14][CH2:15][C:16]([OH:19])([CH3:20])[CH2:17][CH2:18]2)[CH2:9]1. Given the reactants [NH2:1][C:2]1[CH:7]=[CH:6][C:5]([N:8]2[CH2:12][CH2:11][C@@H:10]([N:13]3[CH2:18][CH2:17][C:16]([CH3:20])([OH:19])[CH2:15][CH2:14]3)[CH2:9]2)=[C:4]([F:21])[CH:3]=1.[O:22]1[CH2:26][CH2:25][CH2:24][C@H:23]1[CH2:27][O:28][C:29]1[CH:30]=[C:31]2[C:36](=[CH:37][CH:38]=1)[C:35](=O)[O:34][CH2:33][CH2:32]2, predict the reaction product. (7) The product is: [Br:1][C:14]1[CH:15]=[C:16]([F:17])[C:10]([Cl:9])=[C:11]([F:18])[C:12]=1[NH2:13]. Given the reactants [Br:1]N1C(=O)CCC1=O.[Cl:9][C:10]1[C:11]([F:18])=[C:12]([CH:14]=[CH:15][C:16]=1[F:17])[NH2:13].CCCCCC.O, predict the reaction product. (8) Given the reactants [S:1]([CH2:6][C:7](O)=O)[CH2:2][C:3](O)=O.[C:10]1([NH2:17])[CH:15]=[CH:14][CH:13]=[CH:12][C:11]=1[NH2:16].[NH4+:18].[OH-], predict the reaction product. The product is: [NH:16]1[C:11]2[CH:12]=[CH:13][CH:14]=[CH:15][C:10]=2[N:17]=[C:3]1[CH2:2][S:1][CH2:6][C:7]1[NH:16][C:11]2[CH:12]=[CH:13][CH:14]=[CH:15][C:10]=2[N:18]=1. (9) Given the reactants [H-].[K+].[CH2:3]([CH:7]1[CH2:17][CH2:16][CH2:15][CH2:14][CH2:13][CH2:12][CH:11]2[CH:18]=[C:8]1[CH2:9][N:10]2S(C1C(C)=CC=CC=1)(=O)=O)[CH2:4][CH2:5][CH3:6].O, predict the reaction product. The product is: [CH2:3]([CH:7]1[CH2:17][CH2:16][CH2:15][CH2:14][CH2:13][CH2:12][C:11]2=[CH:18][C:8]1=[CH:9][NH:10]2)[CH2:4][CH2:5][CH3:6].